From a dataset of Forward reaction prediction with 1.9M reactions from USPTO patents (1976-2016). Predict the product of the given reaction. (1) Given the reactants [F:1][C:2]1[CH:7]=[C:6]([F:8])[CH:5]=[CH:4][C:3]=1[S:9]([N:12]1[C:20]2[CH:19]=[CH:18][N:17]=[CH:16][C:15]=2[C:14]([CH2:21][CH2:22][NH:23]C(=O)[O-])=[CH:13]1)(=[O:11])=[O:10].FC(F)(F)C(O)=O, predict the reaction product. The product is: [F:1][C:2]1[CH:7]=[C:6]([F:8])[CH:5]=[CH:4][C:3]=1[S:9]([N:12]1[C:20]2[CH:19]=[CH:18][N:17]=[CH:16][C:15]=2[C:14]([CH2:21][CH2:22][NH2:23])=[CH:13]1)(=[O:11])=[O:10]. (2) Given the reactants [F:1][C:2]1([F:36])[CH2:8][N:7]([CH2:9][CH2:10][CH2:11][C:12]2[CH:17]=[CH:16][CH:15]=[CH:14][CH:13]=2)[C:6]2[N:18]=[C:19]([NH:22][C:23]3[CH:31]=[CH:30][C:26]([C:27]([OH:29])=O)=[CH:25][C:24]=3[O:32][CH3:33])[N:20]=[CH:21][C:5]=2[N:4]([CH3:34])[C:3]1=[O:35].[CH2:37]([N:39](C(C)C)C(C)C)C.Cl.CN, predict the reaction product. The product is: [F:1][C:2]1([F:36])[CH2:8][N:7]([CH2:9][CH2:10][CH2:11][C:12]2[CH:13]=[CH:14][CH:15]=[CH:16][CH:17]=2)[C:6]2[N:18]=[C:19]([NH:22][C:23]3[CH:31]=[CH:30][C:26]([C:27]([NH:39][CH3:37])=[O:29])=[CH:25][C:24]=3[O:32][CH3:33])[N:20]=[CH:21][C:5]=2[N:4]([CH3:34])[C:3]1=[O:35].